Predict the reactants needed to synthesize the given product. From a dataset of Full USPTO retrosynthesis dataset with 1.9M reactions from patents (1976-2016). (1) The reactants are: [O:1]=[C:2]1[NH:8][C:7]2[C:9]3[CH2:10][CH2:11][CH2:12][CH2:13][C:14]=3[CH:15]=[CH:16][C:6]=2[N:5]([C:17]2[CH:22]=[CH:21][C:20]([N:23]([CH3:36])S(C3C=CC=CC=3[N+]([O-])=O)(=O)=O)=[CH:19][CH:18]=2)[C:4](=[O:37])[CH2:3]1.C1(S)C=CC=CC=1.C(=O)([O-])[O-].[K+].[K+]. Given the product [CH3:36][NH:23][C:20]1[CH:19]=[CH:18][C:17]([N:5]2[C:4](=[O:37])[CH2:3][C:2](=[O:1])[NH:8][C:7]3[C:9]4[CH2:10][CH2:11][CH2:12][CH2:13][C:14]=4[CH:15]=[CH:16][C:6]2=3)=[CH:22][CH:21]=1, predict the reactants needed to synthesize it. (2) Given the product [NH2:1][C:2]1[C:3]2[N:11]=[C:10]([C:12]3[CH:13]=[C:14]([CH:18]=[C:19]([F:21])[CH:20]=3)[C:15]([NH:30][CH3:29])=[O:17])[CH:9]=[CH:8][C:4]=2[N:5]=[CH:6][N:7]=1, predict the reactants needed to synthesize it. The reactants are: [NH2:1][C:2]1[C:3]2[N:11]=[C:10]([C:12]3[CH:13]=[C:14]([CH:18]=[C:19]([F:21])[CH:20]=3)[C:15]([OH:17])=O)[CH:9]=[CH:8][C:4]=2[N:5]=[CH:6][N:7]=1.CN.C1COCC1.[CH3:29][N:30](C(ON1N=NC2C=CC=NC1=2)=[N+](C)C)C.F[P-](F)(F)(F)(F)F.CCN(C(C)C)C(C)C. (3) Given the product [CH:17]1([NH:18][C:5](=[O:7])[C:4]2[CH:8]=[CH:9][C:10]([CH3:11])=[C:2]([I:1])[CH:3]=2)[CH2:15][CH2:16]1, predict the reactants needed to synthesize it. The reactants are: [I:1][C:2]1[CH:3]=[C:4]([CH:8]=[CH:9][C:10]=1[CH3:11])[C:5]([OH:7])=O.Cl.CN(C)[CH2:15][CH2:16][CH2:17][N:18]=C=NCC.C1(N)CC1.O. (4) Given the product [CH3:43][C:40]([Si:37]([CH3:38])([CH3:39])[O:36][CH2:35][C@@:5]1([C:3]([N:2]([CH3:1])[CH3:44])=[O:4])[CH2:9][CH2:8][C@H:7]([C:10]2[CH:15]=[CH:14][C:13]([O:16][CH2:17][C:18]3[CH:23]=[CH:22][CH:21]=[CH:20][C:19]=3[F:24])=[CH:12][CH:11]=2)[NH:6]1)([CH3:41])[CH3:42], predict the reactants needed to synthesize it. The reactants are: [CH3:1][N:2]([CH3:44])[C:3]([C@:5]1([CH2:35][O:36][Si:37]([C:40]([CH3:43])([CH3:42])[CH3:41])([CH3:39])[CH3:38])[CH2:9][CH2:8][C@H:7]([C:10]2[CH:15]=[CH:14][C:13]([O:16][CH2:17][C:18]3[CH:23]=[CH:22][CH:21]=[CH:20][C:19]=3[F:24])=[CH:12][CH:11]=2)[N:6]1C(OCC1C=CC=CC=1)=O)=[O:4]. (5) The reactants are: [CH2:1]([NH:7][C:8](=[O:17])[C:9]1[CH:14]=[C:13]([OH:15])[CH:12]=[CH:11][C:10]=1[OH:16])[CH2:2][CH2:3][CH2:4][CH2:5][CH3:6].[C:18]1(=[O:24])[O:23][C:21](=[O:22])[CH2:20][CH2:19]1. Given the product [CH2:1]([NH:7][C:8](=[O:17])[C:9]1[CH:14]=[C:13]([O:15][C:18](=[O:24])[CH2:19][CH2:20][C:21]([OH:23])=[O:22])[CH:12]=[CH:11][C:10]=1[OH:16])[CH2:2][CH2:3][CH2:4][CH2:5][CH3:6], predict the reactants needed to synthesize it.